This data is from Reaction yield outcomes from USPTO patents with 853,638 reactions. The task is: Predict the reaction yield, written as a fraction of the theoretical maximum amount of product (1.0 means a 100% yield; for example, 0.34 means a 34% yield). (1) The reactants are C([O:8][C:9]1[CH:14]=[C:13]([O:15][CH2:16][CH2:17][O:18][CH3:19])[CH:12]=[CH:11][C:10]=1/[C:20](/[CH3:27])=[CH:21]/[C:22]([O:24][CH2:25][CH3:26])=[O:23])C1C=CC=CC=1. The catalyst is O1CCCC1.C(O)C.[C].[Pd]. The product is [OH:8][C:9]1[CH:14]=[C:13]([O:15][CH2:16][CH2:17][O:18][CH3:19])[CH:12]=[CH:11][C:10]=1[CH:20]([CH3:27])[CH2:21][C:22]([O:24][CH2:25][CH3:26])=[O:23]. The yield is 0.930. (2) The reactants are [NH2:1][C:2]1[CH:3]=[C:4]([CH:8]=[CH:9][C:10]=1[CH3:11])[C:5]([OH:7])=O.[NH:12]1[CH2:17][CH2:16][CH2:15][C@@H:14]2[C:18]3[CH:19]=[CH:20][CH:21]=[CH:22][C:23]=3[CH2:24][C@H:13]12.F[P-](F)(F)(F)(F)F.N1(OC(N(C)C)=[N+](C)C)C2N=CC=CC=2N=N1. No catalyst specified. The product is [NH2:1][C:2]1[CH:3]=[C:4]([C:5]([N:12]2[CH2:17][CH2:16][CH2:15][C@@H:14]3[C:18]4[CH:19]=[CH:20][CH:21]=[CH:22][C:23]=4[CH2:24][C@H:13]23)=[O:7])[CH:8]=[CH:9][C:10]=1[CH3:11]. The yield is 0.630.